Dataset: NCI-60 drug combinations with 297,098 pairs across 59 cell lines. Task: Regression. Given two drug SMILES strings and cell line genomic features, predict the synergy score measuring deviation from expected non-interaction effect. (1) Drug 2: CC(C)CN1C=NC2=C1C3=CC=CC=C3N=C2N. Drug 1: CNC(=O)C1=CC=CC=C1SC2=CC3=C(C=C2)C(=NN3)C=CC4=CC=CC=N4. Synergy scores: CSS=7.83, Synergy_ZIP=-2.88, Synergy_Bliss=-5.77, Synergy_Loewe=-10.1, Synergy_HSA=-6.63. Cell line: HCT116. (2) Drug 1: C1=C(C(=O)NC(=O)N1)N(CCCl)CCCl. Drug 2: CCC1(C2=C(COC1=O)C(=O)N3CC4=CC5=C(C=CC(=C5CN(C)C)O)N=C4C3=C2)O.Cl. Cell line: LOX IMVI. Synergy scores: CSS=46.7, Synergy_ZIP=-8.59, Synergy_Bliss=-3.63, Synergy_Loewe=-0.714, Synergy_HSA=0.540. (3) Drug 1: CC1=C2C(C(=O)C3(C(CC4C(C3C(C(C2(C)C)(CC1OC(=O)C(C(C5=CC=CC=C5)NC(=O)OC(C)(C)C)O)O)OC(=O)C6=CC=CC=C6)(CO4)OC(=O)C)OC)C)OC. Drug 2: C1=CC(=CC=C1CCC2=CNC3=C2C(=O)NC(=N3)N)C(=O)NC(CCC(=O)O)C(=O)O. Cell line: UO-31. Synergy scores: CSS=43.3, Synergy_ZIP=-9.04, Synergy_Bliss=-5.15, Synergy_Loewe=-6.44, Synergy_HSA=1.05. (4) Drug 1: CC1C(C(CC(O1)OC2CC(CC3=C2C(=C4C(=C3O)C(=O)C5=C(C4=O)C(=CC=C5)OC)O)(C(=O)CO)O)N)O.Cl. Drug 2: CN(C)C1=NC(=NC(=N1)N(C)C)N(C)C. Cell line: KM12. Synergy scores: CSS=1.45, Synergy_ZIP=3.55, Synergy_Bliss=9.29, Synergy_Loewe=-1.75, Synergy_HSA=-0.00469. (5) Drug 1: CN(C)N=NC1=C(NC=N1)C(=O)N. Drug 2: CC12CCC3C(C1CCC2O)C(CC4=C3C=CC(=C4)O)CCCCCCCCCS(=O)CCCC(C(F)(F)F)(F)F. Cell line: HCT-15. Synergy scores: CSS=5.67, Synergy_ZIP=-2.21, Synergy_Bliss=-2.69, Synergy_Loewe=-6.73, Synergy_HSA=-3.86. (6) Drug 1: C1CCN(CC1)CCOC2=CC=C(C=C2)C(=O)C3=C(SC4=C3C=CC(=C4)O)C5=CC=C(C=C5)O. Drug 2: CC1=CC=C(C=C1)C2=CC(=NN2C3=CC=C(C=C3)S(=O)(=O)N)C(F)(F)F. Cell line: HOP-92. Synergy scores: CSS=6.93, Synergy_ZIP=-4.05, Synergy_Bliss=-2.98, Synergy_Loewe=-2.48, Synergy_HSA=-1.94.